From a dataset of Catalyst prediction with 721,799 reactions and 888 catalyst types from USPTO. Predict which catalyst facilitates the given reaction. Product: [Br:1][C:2]1[N:7]=[C:6]2[N:8]([CH3:12])[CH:9]=[C:10]([CH3:11])[C:5]2=[CH:4][CH:3]=1. The catalyst class is: 3. Reactant: [Br:1][C:2]1[N:7]=[C:6]2[NH:8][CH:9]=[C:10]([CH3:11])[C:5]2=[CH:4][CH:3]=1.[C:12](=O)([O-])[O-].[Cs+].[Cs+].IC.